Dataset: Forward reaction prediction with 1.9M reactions from USPTO patents (1976-2016). Task: Predict the product of the given reaction. (1) Given the reactants [Li].[AlH3].[CH2:3]([O:10][C:11]1[C:19](/[CH:20]=[CH:21]\[N+:22]([O-])=O)=[CH:18][CH:17]=[CH:16][C:12]=1[N:13]([CH3:15])[CH3:14])[C:4]1[CH:9]=[CH:8][CH:7]=[CH:6][CH:5]=1, predict the reaction product. The product is: [NH2:22][CH2:21][CH2:20][C:19]1[C:11]([O:10][CH2:3][C:4]2[CH:9]=[CH:8][CH:7]=[CH:6][CH:5]=2)=[C:12]([CH:16]=[CH:17][CH:18]=1)[N:13]([CH3:14])[CH3:15]. (2) Given the reactants [Cl:1][C:2]1[CH:24]=[C:23]([C:25](=[O:35])[CH2:26][CH2:27][C:28]2[CH:33]=[CH:32][CH:31]=[C:30]([OH:34])[CH:29]=2)[CH:22]=[CH:21][C:3]=1[C:4]([NH:6][C@H:7]([C:17]([O:19]C)=[O:18])[CH2:8][NH:9][C:10]([C:12]1[S:13][CH:14]=[CH:15][CH:16]=1)=[O:11])=[O:5].O.[OH-].[Li+], predict the reaction product. The product is: [Cl:1][C:2]1[CH:24]=[C:23]([C:25](=[O:35])[CH2:26][CH2:27][C:28]2[CH:33]=[CH:32][CH:31]=[C:30]([OH:34])[CH:29]=2)[CH:22]=[CH:21][C:3]=1[C:4]([NH:6][C@H:7]([C:17]([OH:19])=[O:18])[CH2:8][NH:9][C:10]([C:12]1[S:13][CH:14]=[CH:15][CH:16]=1)=[O:11])=[O:5].